Dataset: Full USPTO retrosynthesis dataset with 1.9M reactions from patents (1976-2016). Task: Predict the reactants needed to synthesize the given product. (1) Given the product [F:21][C:20]1[CH:19]=[CH:18][CH:17]=[CH:16][C:15]=1[CH2:14][C:22]([CH:24]1[CH2:26][CH2:25]1)=[O:23], predict the reactants needed to synthesize it. The reactants are: CC(OC1SC2CCN([CH:14]([C:22]([CH:24]3[CH2:26][CH2:25]3)=[O:23])[C:15]3[CH:16]=[CH:17][CH:18]=[CH:19][C:20]=3[F:21])CC=2C=1)=O.FC1C=CC=CC=1CBr.C1(C#N)CC1.[Mg]. (2) The reactants are: [S:1]1[CH:5]=[CH:4][C:3]2[CH:6]=[CH:7][CH:8]=[CH:9][C:2]1=2.C1C(=O)N([Br:17])C(=O)C1.[O-]S([O-])=O.[Na+].[Na+].O. Given the product [Br:17][C:5]1[S:1][C:2]2[CH:9]=[CH:8][CH:7]=[CH:6][C:3]=2[CH:4]=1, predict the reactants needed to synthesize it. (3) Given the product [Cl:1][C:2]1[CH:3]=[CH:4][C:5]([C:8](=[O:12])[C:9]([NH:46][C:41]2[CH:42]=[CH:43][CH:44]=[CH:45][C:40]=2[C:34]2[CH:35]=[CH:36][C:37]([O:38][CH3:39])=[C:32]([O:31][CH3:30])[CH:33]=2)=[O:11])=[CH:6][CH:7]=1, predict the reactants needed to synthesize it. The reactants are: [Cl:1][C:2]1[CH:7]=[CH:6][C:5]([C:8](=[O:12])[C:9]([OH:11])=O)=[CH:4][CH:3]=1.CN(C)C=O.C(N1C=CN=C1)(N1C=CN=C1)=O.[CH3:30][O:31][C:32]1[CH:33]=[C:34]([C:40]2[CH:45]=[CH:44][CH:43]=[CH:42][C:41]=2[NH2:46])[CH:35]=[CH:36][C:37]=1[O:38][CH3:39]. (4) Given the product [CH2:8]([NH:12][C:13](=[O:14])[NH:3][NH:2][C:1]([O:5][CH2:6][CH3:7])=[O:4])[CH2:9][CH2:10][CH3:11], predict the reactants needed to synthesize it. The reactants are: [C:1]([O:5][CH2:6][CH3:7])(=[O:4])[NH:2][NH2:3].[CH2:8]([N:12]=[C:13]=[O:14])[CH2:9][CH2:10][CH3:11].[N-]=C=O. (5) Given the product [Cl:1][C:2]1[CH:7]=[CH:6][C:5]([C@H:8]([C:19]2[CH:24]=[CH:23][C:22]([O:25][CH2:26][CH3:27])=[CH:21][CH:20]=2)[CH2:9][C:10]([C:12]2[CH:17]=[CH:16][N:15]=[C:14]([CH3:18])[CH:13]=2)=[N:30][OH:31])=[C:4]([CH3:28])[CH:3]=1, predict the reactants needed to synthesize it. The reactants are: [Cl:1][C:2]1[CH:7]=[CH:6][C:5]([C@H:8]([C:19]2[CH:24]=[CH:23][C:22]([O:25][CH2:26][CH3:27])=[CH:21][CH:20]=2)[CH2:9][C:10]([C:12]2[CH:17]=[CH:16][N:15]=[C:14]([CH3:18])[CH:13]=2)=O)=[C:4]([CH3:28])[CH:3]=1.Cl.[NH2:30][OH:31].C(=O)([O-])O.[Na+]. (6) Given the product [CH3:7][N:6]1[C:2]([O:22][C:19]2[CH:18]=[CH:17][C:16]([C:15]([F:23])([F:24])[F:14])=[CH:21][CH:20]=2)=[C:3]([C:12]([OH:13])=[O:26])[C:4]([C:8]([F:11])([F:10])[F:9])=[N:5]1, predict the reactants needed to synthesize it. The reactants are: Cl[C:2]1[N:6]([CH3:7])[N:5]=[C:4]([C:8]([F:11])([F:10])[F:9])[C:3]=1[CH:12]=[O:13].[F:14][C:15]([F:24])([F:23])[C:16]1[CH:21]=[CH:20][C:19]([OH:22])=[CH:18][CH:17]=1.C(=O)([O-])[O-:26].[K+].[K+]. (7) Given the product [CH2:1]([O:3][C:4]([C:6]1[C:11](=[O:12])[N:10]([CH2:13][C:14]2[CH:19]=[CH:18][CH:17]=[C:16]([F:20])[CH:15]=2)[C:9]2[S:21][C:22]([CH3:24])=[CH:23][C:8]=2[C:7]=1[N:29]1[CH2:30][CH2:31][N:26]([C:32]([C:34]2[S:35][CH:36]=[CH:37][CH:38]=2)=[O:33])[CH2:27][CH2:28]1)=[O:5])[CH3:2], predict the reactants needed to synthesize it. The reactants are: [CH2:1]([O:3][C:4]([C:6]1[C:11](=[O:12])[N:10]([CH2:13][C:14]2[CH:19]=[CH:18][CH:17]=[C:16]([F:20])[CH:15]=2)[C:9]2[S:21][C:22]([CH3:24])=[CH:23][C:8]=2[C:7]=1Cl)=[O:5])[CH3:2].[N:26]1([C:32]([C:34]2[S:35][CH:36]=[CH:37][CH:38]=2)=[O:33])[CH2:31][CH2:30][NH:29][CH2:28][CH2:27]1.C1N2CCN(CC2)C1.[Cl-].[NH4+]. (8) Given the product [NH:1]1[C:9]2[C:4](=[N:5][CH:6]=[C:7]([C:10]([OH:12])=[O:11])[CH:8]=2)[CH:3]=[N:2]1, predict the reactants needed to synthesize it. The reactants are: [NH:1]1[C:9]2[C:4](=[N:5][CH:6]=[C:7]([C:10]([O:12]C)=[O:11])[CH:8]=2)[CH:3]=[N:2]1.[OH-].[Na+]. (9) Given the product [CH2:19]([O:21][C:22](=[O:27])/[CH:23]=[C:24](/[O:16][C:12]1[CH:13]=[CH:14][CH:15]=[C:10]([O:9][C:8]([F:17])([F:18])[F:7])[CH:11]=1)\[CH3:25])[CH3:20], predict the reactants needed to synthesize it. The reactants are: CC(C)([O-])C.[K+].[F:7][C:8]([F:18])([F:17])[O:9][C:10]1[CH:11]=[C:12]([OH:16])[CH:13]=[CH:14][CH:15]=1.[CH2:19]([O:21][C:22](=[O:27])[CH:23]=[C:24](Cl)[CH3:25])[CH3:20]. (10) Given the product [CH3:1][C:2]1[CH:3]=[CH:4][C:5]([CH2:6][N:7]2[C:11]([CH:14]([OH:16])[CH3:15])=[N:10][CH:9]=[N:8]2)=[CH:12][CH:13]=1, predict the reactants needed to synthesize it. The reactants are: [CH3:1][C:2]1[CH:13]=[CH:12][C:5]([CH2:6][N:7]2[CH:11]=[N:10][CH:9]=[N:8]2)=[CH:4][CH:3]=1.[CH:14](=[O:16])[CH3:15].